Predict the product of the given reaction. From a dataset of Forward reaction prediction with 1.9M reactions from USPTO patents (1976-2016). (1) Given the reactants [Li+].C[Si]([N-:6][Si](C)(C)C)(C)C.[N:11]1[CH:16]=[CH:15][CH:14]=[CH:13][CH:12]=1.[CH3:17][C:18](=[CH2:22])[C:19](Cl)=[O:20], predict the reaction product. The product is: [CH3:17][C:18](=[CH2:22])[C:19]([NH:6][C:14]1[CH:15]=[CH:16][N:11]=[CH:12][CH:13]=1)=[O:20]. (2) Given the reactants C(N(CC)CC)C.[NH2:8][C:9]1[N:17]=[CH:16][CH:15]=[CH:14][C:10]=1[C:11]([OH:13])=O.Cl.[F:19][C:20]([F:36])([F:35])[C:21]1[CH:22]=[C:23]([O:27][C:28]2[S:32][C:31]([CH2:33][NH2:34])=[CH:30][CH:29]=2)[CH:24]=[CH:25][CH:26]=1.CN([P+](ON1N=NC2C=CC=CC1=2)(N(C)C)N(C)C)C.F[P-](F)(F)(F)(F)F, predict the reaction product. The product is: [F:35][C:20]([F:19])([F:36])[C:21]1[CH:22]=[C:23]([CH:24]=[CH:25][CH:26]=1)[O:27][C:28]1[S:32][C:31]([CH2:33][NH:34][C:11](=[O:13])[C:10]2[CH:14]=[CH:15][CH:16]=[N:17][C:9]=2[NH2:8])=[CH:30][CH:29]=1. (3) Given the reactants [C:1]([C:3]1[CH:4]=[C:5]([S:10]([N:13]([CH2:19][C:20]2[CH:25]=[CH:24][C:23]([O:26][CH3:27])=[CH:22][C:21]=2[O:28][CH3:29])[C:14]2[S:18][N:17]=[CH:16][N:15]=2)(=[O:12])=[O:11])[CH:6]=[CH:7][C:8]=1F)#[N:2].[I:30][C:31]1[CH:36]=[C:35]([C:37]([F:40])([F:39])[F:38])[CH:34]=[CH:33][C:32]=1[OH:41], predict the reaction product. The product is: [C:1]([C:3]1[CH:4]=[C:5]([S:10]([N:13]([CH2:19][C:20]2[CH:25]=[CH:24][C:23]([O:26][CH3:27])=[CH:22][C:21]=2[O:28][CH3:29])[C:14]2[S:18][N:17]=[CH:16][N:15]=2)(=[O:12])=[O:11])[CH:6]=[CH:7][C:8]=1[O:41][C:32]1[CH:33]=[CH:34][C:35]([C:37]([F:38])([F:39])[F:40])=[CH:36][C:31]=1[I:30])#[N:2]. (4) Given the reactants [CH3:1][O:2][CH2:3][CH2:4][NH:5][C:6]([N:8]1[CH2:13][CH:12]([C:14]2[CH:19]=[CH:18][C:17]([C:20]([F:23])([F:22])[F:21])=[CH:16][CH:15]=2)[CH2:11][CH:10]([C:24]([O:26]C)=[O:25])[CH2:9]1)=[O:7].CC(C)([O-])C.[K+], predict the reaction product. The product is: [CH3:1][O:2][CH2:3][CH2:4][NH:5][C:6]([N:8]1[CH2:13][CH:12]([C:14]2[CH:19]=[CH:18][C:17]([C:20]([F:21])([F:22])[F:23])=[CH:16][CH:15]=2)[CH2:11][CH:10]([C:24]([OH:26])=[O:25])[CH2:9]1)=[O:7]. (5) Given the reactants C(OC(N1CCCC2C=C(Br)C=CC=2C1)=O)(C)(C)C.[C:20]([O:24][C:25]([N:27]1[CH2:33][CH2:32][C:31]2[CH:34]=[C:35](/[CH:38]=[CH:39]/[C:40]([O:42][CH3:43])=[O:41])[CH:36]=[CH:37][C:30]=2[CH2:29][CH2:28]1)=[O:26])([CH3:23])([CH3:22])[CH3:21], predict the reaction product. The product is: [C:20]([O:24][C:25]([N:27]1[CH2:28][CH2:29][CH2:30][C:31]2[CH:34]=[C:35](/[CH:38]=[CH:39]/[C:40]([O:42][CH3:43])=[O:41])[CH:36]=[CH:37][C:32]=2[CH2:33]1)=[O:26])([CH3:23])([CH3:21])[CH3:22]. (6) Given the reactants [F:1][C:2]1[CH:3]=[C:4]([CH2:8][CH:9]([OH:18])[CH2:10][CH2:11][CH:12]2[NH:16][C:15](=[O:17])[CH2:14][CH2:13]2)[CH:5]=[CH:6][CH:7]=1.[C:19]([Si:23](Cl)([CH3:25])[CH3:24])([CH3:22])([CH3:21])[CH3:20], predict the reaction product. The product is: [C:19]([Si:23]([CH3:25])([CH3:24])[O:18][CH:9]([CH2:8][C:4]1[CH:5]=[CH:6][CH:7]=[C:2]([F:1])[CH:3]=1)[CH2:10][CH2:11][CH:12]1[NH:16][C:15](=[O:17])[CH2:14][CH2:13]1)([CH3:22])([CH3:21])[CH3:20]. (7) Given the reactants [O:1]1[C:5]2[C:6]([O:10][C:11]3[CH:16]=[CH:15][C:14]([Cl:17])=[CH:13][C:12]=3[OH:18])=[CH:7][CH:8]=[CH:9][C:4]=2[CH:3]=[CH:2]1.C([O-])([O-])=O.[K+].[K+].C([N:33]1[C:38](=[O:39])[CH:37]=[CH:36][N:35]([CH2:40][CH2:41]Br)[C:34]1=[O:43])(=O)C1C=CC=CC=1, predict the reaction product. The product is: [O:1]1[C:5]2[C:6]([O:10][C:11]3[CH:16]=[CH:15][C:14]([Cl:17])=[CH:13][C:12]=3[O:18][CH2:41][CH2:40][N:35]3[CH:36]=[CH:37][C:38](=[O:39])[NH:33][C:34]3=[O:43])=[CH:7][CH:8]=[CH:9][C:4]=2[CH:3]=[CH:2]1. (8) The product is: [NH2:18][C:16](=[O:17])[C@@H:15]([NH:22][C:4]1[N:3]=[C:2]([Cl:1])[N:7]=[C:6]([C:8]([NH2:10])=[O:9])[CH:5]=1)[CH3:14]. Given the reactants [Cl:1][C:2]1[N:7]=[C:6]([C:8]([NH2:10])=[O:9])[CH:5]=[C:4](Cl)[N:3]=1.Cl.N[C@@H:14](C)[CH2:15][C:16]([NH2:18])=[O:17].CC[N:22](C(C)C)C(C)C, predict the reaction product.